From a dataset of CYP3A4 inhibition data for predicting drug metabolism from PubChem BioAssay. Regression/Classification. Given a drug SMILES string, predict its absorption, distribution, metabolism, or excretion properties. Task type varies by dataset: regression for continuous measurements (e.g., permeability, clearance, half-life) or binary classification for categorical outcomes (e.g., BBB penetration, CYP inhibition). Dataset: cyp3a4_veith. (1) The compound is N#Cc1ccc(CN2CC3(CCN(C(=O)c4csnn4)CC3)C2)cc1. The result is 0 (non-inhibitor). (2) The drug is O=C(O)[C@H]1C2c3ccccc3C(c3ccccc32)[C@@H]1C(=O)NCC1CC1. The result is 0 (non-inhibitor). (3) The molecule is O=C(NC1CCCCC1)NC1CC2CCCC(C1)N2C1CCCC1. The result is 0 (non-inhibitor). (4) The molecule is O=C(Nc1ccc(N2CCCCC2)cc1)c1cncc(Br)c1. The result is 1 (inhibitor). (5) The result is 1 (inhibitor). The molecule is CC1=C(C(N)=O)C(c2cccs2)n2nc(-c3cccc(Cl)c3)nc2N1. (6) The drug is COc1ccc(CCN=c2c([N+](=O)[O-])nn(-c3ccccc3)n2O)cc1OC. The result is 1 (inhibitor). (7) The result is 0 (non-inhibitor). The molecule is N#Cc1cccc(NC(=O)N2CCC3(CC2)CCN(C(=O)c2cnccn2)CC3)c1. (8) The compound is COc1ccc2c(c1)[nH]c1c(N3CCN(Cc4ccc5c(c4)OCO5)CC3)ncnc12. The result is 1 (inhibitor). (9) The drug is C[N+]1(C)CCc2cc(O)c(O)cc2[C@H]1Cc1ccc(O)c(O)c1. The result is 0 (non-inhibitor). (10) The molecule is CC(C)(C)NC[C@H](O)c1cc(Cl)c(N)c(Cl)c1. The result is 0 (non-inhibitor).